This data is from hERG potassium channel inhibition data for cardiac toxicity prediction from Karim et al.. The task is: Regression/Classification. Given a drug SMILES string, predict its toxicity properties. Task type varies by dataset: regression for continuous values (e.g., LD50, hERG inhibition percentage) or binary classification for toxic/non-toxic outcomes (e.g., AMES mutagenicity, cardiotoxicity, hepatotoxicity). Dataset: herg_karim. (1) The compound is COc1ccc(CCN2C(=O)N(NS(=O)(=O)CC#N)CC2c2ccc(OC)cc2)cc1. The result is 0 (non-blocker). (2) The compound is O=C(C1CNCCC1(O)c1ccc(F)c(F)c1)N(Cc1cn(Cc2ccc(OC(F)F)cc2)c2cccc(F)c12)C1CC1. The result is 1 (blocker). (3) The compound is Nc1ccccc1NC(=O)c1ccc(N2CCC3(CCNC3)CC2)nc1. The result is 0 (non-blocker). (4) The drug is CCOC(=O)C1CCN(C(=N)c2ccc(C(=O)Nc3ccc(Cl)cc3C(=O)Nc3ccc(Cl)cn3)cc2)CC1. The result is 1 (blocker). (5) The compound is CC=C1NC(=O)[C@H]2CSSCCC=C[C@H](CC(=O)N[C@H](C(C)C)C(=O)N2)OC(=O)[C@H](C(C)C)NC1=O. The result is 0 (non-blocker).